Predict the product of the given reaction. From a dataset of Forward reaction prediction with 1.9M reactions from USPTO patents (1976-2016). The product is: [O:18]1[CH:19]=[C:15]([C:13]([NH:12][C:9]2[CH:10]=[CH:11][C:6]([CH2:5][C:4]([OH:25])=[O:3])=[CH:7][C:8]=2[Cl:24])=[O:14])[C:16]2[CH:23]=[CH:22][CH:21]=[CH:20][C:17]1=2. Given the reactants C([O:3][C:4](=[O:25])[CH2:5][C:6]1[CH:11]=[CH:10][C:9]([NH:12][C:13]([C:15]2[C:16]3[CH:23]=[CH:22][CH:21]=[CH:20][C:17]=3[O:18][CH:19]=2)=[O:14])=[C:8]([Cl:24])[CH:7]=1)C.[OH-].[Na+], predict the reaction product.